Dataset: Reaction yield outcomes from USPTO patents with 853,638 reactions. Task: Predict the reaction yield, written as a fraction of the theoretical maximum amount of product (1.0 means a 100% yield; for example, 0.34 means a 34% yield). (1) The reactants are [OH-:1].[Na+].[Cl:3][C:4]1[N:13]=[C:12](Cl)[C:11]2[C:6](=[C:7]([CH3:17])[C:8]([O:15][CH3:16])=[CH:9][CH:10]=2)[N:5]=1. The catalyst is O.C1COCC1. The product is [Cl:3][C:4]1[N:13]=[C:12]([OH:1])[C:11]2[C:6](=[C:7]([CH3:17])[C:8]([O:15][CH3:16])=[CH:9][CH:10]=2)[N:5]=1. The yield is 0.990. (2) The reactants are Br[C:2]1[CH:25]=[CH:24][C:5]([CH2:6][C@H:7](/[CH:11]=[CH:12]/[C:13]2[CH:18]=[CH:17][C:16]([O:19][CH:20]([CH3:22])[CH3:21])=[C:15]([Cl:23])[CH:14]=2)[CH2:8][CH2:9][OH:10])=[CH:4][CH:3]=1.[C:26]([C:30]1[N:31]([CH3:39])[CH:32]=[C:33]([Sn](C)(C)C)[N:34]=1)([CH3:29])([CH3:28])[CH3:27]. The catalyst is C1C=CC([P]([Pd]([P](C2C=CC=CC=2)(C2C=CC=CC=2)C2C=CC=CC=2)([P](C2C=CC=CC=2)(C2C=CC=CC=2)C2C=CC=CC=2)[P](C2C=CC=CC=2)(C2C=CC=CC=2)C2C=CC=CC=2)(C2C=CC=CC=2)C2C=CC=CC=2)=CC=1.O1CCOCC1. The product is [C:26]([C:30]1[N:31]([CH3:39])[CH:32]=[C:33]([C:2]2[CH:25]=[CH:24][C:5]([CH2:6][C@H:7](/[CH:11]=[CH:12]/[C:13]3[CH:18]=[CH:17][C:16]([O:19][CH:20]([CH3:22])[CH3:21])=[C:15]([Cl:23])[CH:14]=3)[CH2:8][CH2:9][OH:10])=[CH:4][CH:3]=2)[N:34]=1)([CH3:29])([CH3:28])[CH3:27]. The yield is 0.500. (3) The reactants are [CH3:1][O:2][CH2:3][C@@H:4]1[CH2:8][N:7]([C:9](=[O:22])[C@H:10]([NH:17][C:18](=[O:21])[O:19][CH3:20])[C:11]2[CH:16]=CC=C[CH:12]=2)[C@H:6]([C:23]2[NH:27][C:26]3[C:28]4[C:33]([CH:34]=[CH:35][C:25]=3[N:24]=2)=[CH:32][C:31]([C:36]2[CH:37]=[C:38]3[C:63](=[CH:64][CH:65]=2)[C:42]2[NH:43][C:44]([C@@H:46]5[CH2:51][C@@H:50]6[C@@H:48]([CH2:49]6)[N:47]5[C:52](=[O:62])[C@@H:53]([NH:57][C:58]([O:60][CH3:61])=[O:59])[CH:54]([CH3:56])[CH3:55])=[N:45][C:41]=2[CH:40]=[CH:39]3)=[CH:30][CH:29]=4)[CH2:5]1.CO[CH2:68][C@@H:69]1CN(C(=O)[C@@H](NC(=O)OC)C(C)C)[C@H](C2NC3C4C(C=CC=3N=2)=CC(B2OC(C)(C)C(C)(C)O2)=CC=4)[CH2:70]1.CC1(C)C(C)(C)OB(C2C=C3C(=CC=2)C2NC([C@@H]4C[C@@H]5[C@@H](C5)N4C(OC(C)(C)C)=O)=NC=2C=C3)O1. No catalyst specified. The product is [CH3:61][O:60][C:58]([NH:57][C@H:53]([C:54]1[CH:55]=[CH:70][CH:69]=[CH:68][CH:56]=1)[C:52]([N:47]1[C@H:46]([C:44]2[NH:43][C:42]3[C:63]4[C:38](=[CH:37][C:36]([C:31]5[CH:32]=[C:33]6[C:28](=[CH:29][CH:30]=5)[C:26]5[NH:27][C:23]([C@@H:6]7[CH2:5][C@H:4]([CH2:3][O:2][CH3:1])[CH2:8][N:7]7[C:9](=[O:22])[C@@H:10]([NH:17][C:18](=[O:21])[O:19][CH3:20])[CH:11]([CH3:16])[CH3:12])=[N:24][C:25]=5[CH:35]=[CH:34]6)=[CH:65][CH:64]=4)[CH:39]=[CH:40][C:41]=3[N:45]=2)[CH2:51][C@@H:50]2[C@H:48]1[CH2:49]2)=[O:62])=[O:59]. The yield is 0.270.